This data is from Forward reaction prediction with 1.9M reactions from USPTO patents (1976-2016). The task is: Predict the product of the given reaction. (1) Given the reactants [CH:1]1([N:4]([CH2:18][C:19]2[O:23][CH:22]=[C:21]([C:24]([OH:26])=O)[CH:20]=2)[S:5]([C:8]2[C:13]([CH3:14])=[CH:12][C:11]([O:15][CH3:16])=[CH:10][C:9]=2[CH3:17])(=[O:7])=[O:6])[CH2:3][CH2:2]1.CCN=C=NCCCN(C)C.C1C=CC2N(O)N=NC=2C=1.CCN(C(C)C)C(C)C.Cl.Cl.[CH3:59][NH:60][CH2:61][C:62]1[CH:74]=[CH:73][C:65]([CH2:66][N:67]2[CH2:71][CH2:70][CH:69]([OH:72])[CH2:68]2)=[CH:64][CH:63]=1, predict the reaction product. The product is: [CH:1]1([N:4]([CH2:18][C:19]2[O:23][CH:22]=[C:21]([C:24]([N:60]([CH2:61][C:62]3[CH:74]=[CH:73][C:65]([CH2:66][N:67]4[CH2:71][CH2:70][CH:69]([OH:72])[CH2:68]4)=[CH:64][CH:63]=3)[CH3:59])=[O:26])[CH:20]=2)[S:5]([C:8]2[C:9]([CH3:17])=[CH:10][C:11]([O:15][CH3:16])=[CH:12][C:13]=2[CH3:14])(=[O:7])=[O:6])[CH2:3][CH2:2]1. (2) The product is: [OH:37][C:38]12[CH2:39][CH:40]3[CH2:46][CH:44]([CH2:43][C:42]([CH2:50][C:49]([O:52][CH:53]([CH3:64])[C:54]([F:63])([F:62])[C:55]([F:61])([F:60])[S:56]([O-:59])(=[O:58])=[O:57])=[O:51])([CH2:41]3)[CH2:47]1)[CH2:45]2.[CH2:2]([C:4]1([O:9][C:10](=[O:36])[CH2:11][O:12][C:13]([C:15]2[CH:16]=[CH:17][C:18]([O:34][CH3:35])=[C:19]([S+:21]3[C:22]4[CH:33]=[CH:32][CH:31]=[CH:30][C:23]=4[C:24]4[CH:29]=[CH:28][CH:27]=[CH:26][C:25]3=4)[CH:20]=2)=[O:14])[CH2:5][CH2:6][CH2:7][CH2:8]1)[CH3:3]. Given the reactants [I-].[CH2:2]([C:4]1([O:9][C:10](=[O:36])[CH2:11][O:12][C:13]([C:15]2[CH:16]=[CH:17][C:18]([O:34][CH3:35])=[C:19]([S+:21]3[C:25]4[CH:26]=[CH:27][CH:28]=[CH:29][C:24]=4[C:23]4[CH:30]=[CH:31][CH:32]=[CH:33][C:22]3=4)[CH:20]=2)=[O:14])[CH2:8][CH2:7][CH2:6][CH2:5]1)[CH3:3].[OH:37][C:38]12[CH2:47][CH:42]3[CH2:43][CH:44]([CH2:46][CH:40]([CH2:41]3)[CH2:39]1)[CH2:45]2.[Na].[C:49]([O:52][CH:53]([CH3:64])[C:54]([F:63])([F:62])[C:55]([F:61])([F:60])[S:56]([O-:59])(=[O:58])=[O:57])(=[O:51])[CH3:50].O, predict the reaction product.